This data is from Full USPTO retrosynthesis dataset with 1.9M reactions from patents (1976-2016). The task is: Predict the reactants needed to synthesize the given product. (1) Given the product [CH3:34][O:33][C:27]1[CH:26]=[C:25]2[C:30](=[CH:29][CH:28]=1)[NH:31][C:32]1[C:18]3([CH2:19][CH2:20][N:16]([CH2:15][CH2:14][O:13][C:12]4[CH:35]=[CH:36][CH:9]=[CH:10][C:11]=4[CH3:2])[CH2:17]3)[NH:21][CH2:22][CH2:23][C:24]2=1, predict the reactants needed to synthesize it. The reactants are: F[C:2](F)(F)C(O)=O.Cl[C:9]1[CH:36]=[CH:35][C:12]([O:13][CH2:14][CH2:15][N:16]2[CH2:20][CH2:19][C:18]3([C:32]4[NH:31][C:30]5[C:25](=[CH:26][C:27]([O:33][CH3:34])=[CH:28][CH:29]=5)[C:24]=4[CH2:23][CH2:22][NH:21]3)[CH2:17]2)=[CH:11][CH:10]=1.CS(OCCOC1C=CC=CC=1C)(=O)=O. (2) Given the product [Br:14][C:15]1[CH:20]=[CH:19][C:18]([O:7][C:1]2[CH:6]=[CH:5][CH:4]=[CH:3][CH:2]=2)=[C:17]([N+:22]([O-:24])=[O:23])[CH:16]=1, predict the reactants needed to synthesize it. The reactants are: [C:1]1([OH:7])[CH:6]=[CH:5][CH:4]=[CH:3][CH:2]=1.C([O-])([O-])=O.[K+].[K+].[Br:14][C:15]1[CH:20]=[CH:19][C:18](F)=[C:17]([N+:22]([O-:24])=[O:23])[CH:16]=1. (3) Given the product [Cl:31][C:25]1[CH:26]=[C:27]2[C:22](=[CH:23][CH:24]=1)[O:21][C:18]1([CH2:19][CH2:20][NH:15][CH2:16][CH2:17]1)[CH2:29][C:28]2=[O:30], predict the reactants needed to synthesize it. The reactants are: FC(F)(F)C(O)=O.C([N:15]1[CH2:20][CH2:19][C:18]2([CH2:29][C:28](=[O:30])[C:27]3[C:22](=[CH:23][CH:24]=[C:25]([Cl:31])[CH:26]=3)[O:21]2)[CH2:17][CH2:16]1)(OC(C)(C)C)=O. (4) Given the product [Br:25][C:23]1[CH:22]=[CH:21][C:20]([O:26][CH3:27])=[C:19]([S:16]([NH:15][C@H:4]([CH2:5][C:6]2[C:14]3[C:9](=[CH:10][CH:11]=[CH:12][CH:13]=3)[NH:8][CH:7]=2)[CH2:3][OH:2])(=[O:17])=[O:18])[CH:24]=1, predict the reactants needed to synthesize it. The reactants are: C[O:2][C:3](=O)[C@H:4]([NH:15][S:16]([C:19]1[CH:24]=[C:23]([Br:25])[CH:22]=[CH:21][C:20]=1[O:26][CH3:27])(=[O:18])=[O:17])[CH2:5][C:6]1[C:14]2[C:9](=[CH:10][CH:11]=[CH:12][CH:13]=2)[NH:8][CH:7]=1.[BH4-].[Li+]. (5) Given the product [CH3:13][O:12][C:4]1[CH:5]=[C:6]([CH2:9][CH2:10][CH3:11])[CH:7]=[CH:8][C:3]=1[CH2:2][O:14][C:15]1[CH:24]=[C:23]2[C:18]([CH:19]=[C:20]([CH:25]=[O:26])[CH2:21][O:22]2)=[CH:17][CH:16]=1, predict the reactants needed to synthesize it. The reactants are: Cl[CH2:2][C:3]1[CH:8]=[CH:7][C:6]([CH2:9][CH2:10][CH3:11])=[CH:5][C:4]=1[O:12][CH3:13].[OH:14][C:15]1[CH:24]=[C:23]2[C:18]([CH:19]=[C:20]([CH:25]=[O:26])[CH2:21][O:22]2)=[CH:17][CH:16]=1.C([O-])([O-])=O.[K+].[K+].[I-].[Na+]. (6) The reactants are: [Cl:1][C:2]1[N:3]=[N:4][C:5](Cl)=[CH:6][C:7]=1[CH3:8].[C:10]1(B(O)O)[CH:15]=[CH:14][CH:13]=[CH:12][CH:11]=1.C(=O)([O-])[O-].[Cs+].[Cs+]. Given the product [Cl:1][C:2]1[N:3]=[N:4][C:5]([C:10]2[CH:15]=[CH:14][CH:13]=[CH:12][CH:11]=2)=[CH:6][C:7]=1[CH3:8], predict the reactants needed to synthesize it.